From a dataset of Reaction yield outcomes from USPTO patents with 853,638 reactions. Predict the reaction yield, written as a fraction of the theoretical maximum amount of product (1.0 means a 100% yield; for example, 0.34 means a 34% yield). The reactants are [C:1]([O:4][CH:5]([C:14]1[CH:19]=[CH:18][CH:17]=[CH:16][CH:15]=1)[C:6](=O)[C:7]1[CH:12]=[CH:11][CH:10]=[CH:9][CH:8]=1)(=O)[CH3:2].[NH2:20]C(N)=S. The catalyst is CN(C=O)C.ClCCl. The product is [CH3:2][C:1]1[O:4][C:5]([C:14]2[CH:19]=[CH:18][CH:17]=[CH:16][CH:15]=2)=[C:6]([C:7]2[CH:12]=[CH:11][CH:10]=[CH:9][CH:8]=2)[N:20]=1. The yield is 0.740.